Dataset: Full USPTO retrosynthesis dataset with 1.9M reactions from patents (1976-2016). Task: Predict the reactants needed to synthesize the given product. (1) Given the product [CH3:20][O:21][CH2:22][O:10][C:11]1[CH:12]=[C:13]([CH:16]=[CH:17][CH:18]=1)[CH:14]=[O:15], predict the reactants needed to synthesize it. The reactants are: C(N(CC)C(C)C)(C)C.[OH:10][C:11]1[CH:12]=[C:13]([CH:16]=[CH:17][CH:18]=1)[CH:14]=[O:15].Cl[CH2:20][O:21][CH3:22]. (2) Given the product [F:36][C:31]1[CH:30]=[C:29]([C:23]2[C:22]([CH2:21][O:20][C:17]3[CH:18]=[CH:19][C:14]([C:13]([NH:8][CH2:7][C:6]([F:10])([F:9])[F:5])=[O:12])=[CH:15][N:16]=3)=[C:26]([CH2:27][OH:28])[O:25][N:24]=2)[CH:34]=[CH:33][C:32]=1[F:35], predict the reactants needed to synthesize it. The reactants are: C[Al](C)C.[F:5][C:6]([F:10])([F:9])[CH2:7][NH2:8].C[O:12][C:13](=O)[C:14]1[CH:19]=[CH:18][C:17]([O:20][CH2:21][C:22]2[C:23]([C:29]3[CH:34]=[CH:33][C:32]([F:35])=[C:31]([F:36])[CH:30]=3)=[N:24][O:25][C:26]=2[CH2:27][OH:28])=[N:16][CH:15]=1. (3) Given the product [O:12]1[CH2:21][CH2:22][O:23][CH:11]1[C:8]1[CH:9]=[C:10]2[C:5](=[CH:6][CH:7]=1)[N:4]([CH2:13][O:14][CH2:15][CH2:16][Si:17]([CH3:20])([CH3:19])[CH3:18])[N:3]=[C:2]2[I:1], predict the reactants needed to synthesize it. The reactants are: [I:1][C:2]1[C:10]2[C:5](=[CH:6][CH:7]=[C:8]([CH:11]=[O:12])[CH:9]=2)[N:4]([CH2:13][O:14][CH2:15][CH2:16][Si:17]([CH3:20])([CH3:19])[CH3:18])[N:3]=1.[CH2:21](O)[CH2:22][OH:23].C1(C)C=CC(S(O)(=O)=O)=CC=1. (4) Given the product [CH3:7][NH:6][C@H:3]([C:4]([OH:18])=[O:16])[C:2]([CH3:8])([CH3:1])[C:9]1[CH:14]=[CH:13][CH:12]=[CH:11][C:10]=1[CH3:15], predict the reactants needed to synthesize it. The reactants are: [CH3:1][C:2]([C:9]1[CH:14]=[CH:13][CH:12]=[CH:11][C:10]=1[CH3:15])([CH3:8])[CH:3]([NH:6][CH3:7])[C:4]#N.[OH-:16].[Li+].[OH:18]O.S(=O)(O)[O-].[Na+]. (5) Given the product [Cl:1][C:2]1[N:7]=[C:6]([NH:8][C:30]([C:27]2([C:25]3[CH:24]=[CH:23][C:21]4[O:22][C:18]([F:33])([F:17])[O:19][C:20]=4[CH:26]=3)[CH2:29][CH2:28]2)=[O:31])[CH:5]=[C:4]([CH3:9])[CH:3]=1, predict the reactants needed to synthesize it. The reactants are: [Cl:1][C:2]1[N:7]=[C:6]([NH2:8])[CH:5]=[C:4]([CH3:9])[CH:3]=1.CCN(CC)CC.[F:17][C:18]1([F:33])[O:22][C:21]2[CH:23]=[CH:24][C:25]([C:27]3([C:30](Cl)=[O:31])[CH2:29][CH2:28]3)=[CH:26][C:20]=2[O:19]1.